Dataset: Forward reaction prediction with 1.9M reactions from USPTO patents (1976-2016). Task: Predict the product of the given reaction. Given the reactants Br[C:2]1[CH:3]=[C:4]2[C:8](=[CH:9][CH:10]=1)[CH:7]([O:11][Si:12]([C:15]([CH3:18])([CH3:17])[CH3:16])([CH3:14])[CH3:13])[CH2:6][CH2:5]2.[CH3:19][O:20][C:21](=[O:27])[CH2:22][CH2:23][S:24]([O-:26])=[O:25].[Na+], predict the reaction product. The product is: [Si:12]([O:11][CH:7]1[C:8]2[C:4](=[CH:3][C:2]([S:24]([CH2:23][CH2:22][C:21]([O:20][CH3:19])=[O:27])(=[O:26])=[O:25])=[CH:10][CH:9]=2)[CH2:5][CH2:6]1)([C:15]([CH3:18])([CH3:17])[CH3:16])([CH3:14])[CH3:13].